Predict the reactants needed to synthesize the given product. From a dataset of Full USPTO retrosynthesis dataset with 1.9M reactions from patents (1976-2016). Given the product [NH2:1][C:2]1[CH:3]=[C:4]2[C:10]([C:11]3[CH:12]=[C:13]([NH:17][C@H:18]([C:22]([NH:24][CH2:25][C:26]([F:27])([F:29])[F:28])=[O:23])[CH:19]([CH3:20])[CH3:21])[CH:14]=[N:15][CH:16]=3)=[CH:9][NH:8][C:5]2=[N:6][CH:7]=1, predict the reactants needed to synthesize it. The reactants are: [NH2:1][C:2]1[CH:3]=[C:4]2[C:10]([C:11]3[CH:12]=[C:13]([NH:17][C@H:18]([C:22]([NH:24][CH2:25][C:26]([F:29])([F:28])[F:27])=[O:23])[CH:19]([CH3:21])[CH3:20])[CH:14]=[N:15][CH:16]=3)=[CH:9][N:8](COCC[Si](C)(C)C)[C:5]2=[N:6][CH:7]=1.C(O)(C(F)(F)F)=O.C(N)CN.[OH-].[Na+].